This data is from Reaction yield outcomes from USPTO patents with 853,638 reactions. The task is: Predict the reaction yield, written as a fraction of the theoretical maximum amount of product (1.0 means a 100% yield; for example, 0.34 means a 34% yield). (1) The reactants are C(=O)([O-])[O-].[K+].[K+].[CH3:7][O:8][C:9]1[C:14]([O:15][CH3:16])=[CH:13][CH:12]=[CH:11][C:10]=1[C@H:17]([CH:19]1[CH2:24][CH2:23][N:22]([CH2:25][CH2:26][C:27]2[CH:32]=[CH:31][C:30]([F:33])=[CH:29][CH:28]=2)[CH2:21][CH2:20]1)[OH:18].Cl.[OH-].[Na+]. The catalyst is C(O)(C)C.O.C1(C)C=CC=CC=1.CO. The product is [CH3:7][O:8][C:9]1[C:14]([O:15][CH3:16])=[CH:13][CH:12]=[CH:11][C:10]=1[CH:17]([CH:19]1[CH2:20][CH2:21][N:22]([CH2:25][CH2:26][C:27]2[CH:32]=[CH:31][C:30]([F:33])=[CH:29][CH:28]=2)[CH2:23][CH2:24]1)[OH:18]. The yield is 0.236. (2) The reactants are [C:1]([C:4]1[CH:9]=[C:8]([O:10][C:11]2[C:16]([F:17])=[CH:15][C:14]([NH:18][C:19](=[O:24])[CH2:20][C:21]([OH:23])=O)=[C:13]([F:25])[CH:12]=2)[CH:7]=[CH:6][N:5]=1)(=[O:3])[NH2:2].[C:26]1([CH:32]([NH2:34])[CH3:33])[CH:31]=[CH:30][CH:29]=[CH:28][CH:27]=1.CCN(C(C)C)C(C)C. The catalyst is CN(C=O)C. The product is [F:17][C:16]1[CH:15]=[C:14]([NH:18][C:19](=[O:24])[CH2:20][C:21](=[O:23])[NH:34][CH:32]([C:26]2[CH:31]=[CH:30][CH:29]=[CH:28][CH:27]=2)[CH3:33])[C:13]([F:25])=[CH:12][C:11]=1[O:10][C:8]1[CH:7]=[CH:6][N:5]=[C:4]([C:1]([NH2:2])=[O:3])[CH:9]=1. The yield is 0.370. (3) The reactants are [Cl:1][C:2]1[CH:3]=[C:4]2[C:8](=[CH:9][CH:10]=1)[NH:7][CH:6]=[C:5]2[CH2:11][CH2:12][NH:13][C:14](=[O:23])[C:15]1[CH:20]=[CH:19][CH:18]=[C:17]([CH2:21]Cl)[CH:16]=1.[CH:24]1([NH2:30])[CH2:29][CH2:28][CH2:27][CH2:26][CH2:25]1.[I-].[Na+]. The catalyst is C1COCC1. The product is [Cl:1][C:2]1[CH:3]=[C:4]2[C:8](=[CH:9][CH:10]=1)[NH:7][CH:6]=[C:5]2[CH2:11][CH2:12][NH:13][C:14](=[O:23])[C:15]1[CH:20]=[CH:19][CH:18]=[C:17]([CH2:21][NH:30][CH:24]2[CH2:29][CH2:28][CH2:27][CH2:26][CH2:25]2)[CH:16]=1. The yield is 0.580. (4) The reactants are C(OC(=O)[NH:7][C:8]([CH3:39])([CH2:36][CH2:37][CH3:38])[CH2:9][NH:10][C:11]([C:13]1[C:14]([CH3:35])=[N:15][N:16]2[C:21]([O:22][CH2:23][CH2:24][CH:25]([C:30]([F:33])([F:32])[F:31])[C:26]([F:29])([F:28])[F:27])=[CH:20][C:19]([CH3:34])=[CH:18][C:17]=12)=[O:12])(C)(C)C.FC(F)(F)C(O)=O. The catalyst is ClCCl. The product is [NH2:7][C:8]([CH3:39])([CH2:36][CH2:37][CH3:38])[CH2:9][NH:10][C:11]([C:13]1[C:14]([CH3:35])=[N:15][N:16]2[C:21]([O:22][CH2:23][CH2:24][CH:25]([C:30]([F:33])([F:32])[F:31])[C:26]([F:27])([F:28])[F:29])=[CH:20][C:19]([CH3:34])=[CH:18][C:17]=12)=[O:12]. The yield is 0.0700. (5) The yield is 0.610. The catalyst is CC([O-])=O.CC([O-])=O.[Pd+2].O.C1(C)C=CC=CC=1. The reactants are Br[C:2]1[CH:3]=[C:4]([CH:6]=[CH:7][C:8]=1[F:9])[NH2:5].[CH:10]1(B(O)O)[CH2:12][CH2:11]1.[O-]P([O-])([O-])=O.[K+].[K+].[K+].C1(P(C2C=CC=CC=2)C2C=CC=CC=2)C=CC=CC=1. The product is [CH:10]1([C:2]2[CH:3]=[C:4]([CH:6]=[CH:7][C:8]=2[F:9])[NH2:5])[CH2:12][CH2:11]1. (6) The reactants are C1(P([CH2:15][S:16]([NH:19][C:20](=[O:26])[O:21][C:22]([CH3:25])([CH3:24])[CH3:23])(=[O:18])=[O:17])(C2C=CC=CC=2)=O)C=CC=CC=1.[H-].[Na+].[CH2:29]([O:33][C:34]1[CH:38]=[C:37]([CH:39]=O)[N:36]([CH2:41][C:42]2[CH:47]=[CH:46][C:45]([Cl:48])=[CH:44][C:43]=2[Cl:49])[N:35]=1)[CH2:30][CH2:31][CH3:32]. The catalyst is CN(C)C=O.[Cl-].[Na+].O. The product is [CH2:29]([O:33][C:34]1[CH:38]=[C:37](/[CH:39]=[CH:15]/[S:16]([NH:19][C:20](=[O:26])[O:21][C:22]([CH3:24])([CH3:23])[CH3:25])(=[O:18])=[O:17])[N:36]([CH2:41][C:42]2[CH:47]=[CH:46][C:45]([Cl:48])=[CH:44][C:43]=2[Cl:49])[N:35]=1)[CH2:30][CH2:31][CH3:32]. The yield is 0.390.